This data is from Catalyst prediction with 721,799 reactions and 888 catalyst types from USPTO. The task is: Predict which catalyst facilitates the given reaction. (1) Reactant: C(N(CC)CC)C.O=C1N(P(Cl)(N2CCOC2=O)=O)CCO1.[NH:23]1[C:31]2[C:26](=[CH:27][CH:28]=[CH:29][CH:30]=2)[CH2:25][CH:24]1[C:32]([O:34][CH3:35])=[O:33].[C:36]([O:40][C:41]([NH:43][C@@H:44]([CH2:48][CH3:49])[C:45](O)=[O:46])=[O:42])([CH3:39])([CH3:38])[CH3:37]. Product: [C:36]([O:40][C:41]([NH:43][C@@H:44]([CH2:48][CH3:49])[C:45]([N:23]1[C:31]2[C:26](=[CH:27][CH:28]=[CH:29][CH:30]=2)[CH2:25][C@H:24]1[C:32]([O:34][CH3:35])=[O:33])=[O:46])=[O:42])([CH3:39])([CH3:38])[CH3:37]. The catalyst class is: 2. (2) Reactant: F[C:2]1[C:7]([C:8]2[CH:13]=[CH:12][N:11]=[C:10]([CH3:14])[CH:9]=2)=[CH:6][CH:5]=[CH:4][N:3]=1.[NH2:15][C:16]1[CH:21]=[CH:20][C:19]([OH:22])=[CH:18][CH:17]=1.C(=O)([O-])[O-].[Cs+].[Cs+]. Product: [CH3:14][C:10]1[CH:9]=[C:8]([C:7]2[C:2]([O:22][C:19]3[CH:20]=[CH:21][C:16]([NH2:15])=[CH:17][CH:18]=3)=[N:3][CH:4]=[CH:5][CH:6]=2)[CH:13]=[CH:12][N:11]=1. The catalyst class is: 58. (3) Reactant: [CH3:1][C:2]1[CH:7]=[C:6]([C:8]2[S:12][C:11]([NH:13][C:14]([N:16]3[CH:20]=[CH:19]N=C3)=[O:15])=[N:10][C:9]=2[CH3:21])[CH:5]=[C:4]([CH3:22])[N:3]=1.NCC[C:26]([N:28]([CH3:30])[CH3:29])=[O:27]. Product: [CH3:22][C:4]1[CH:5]=[C:6]([C:8]2[S:12][C:11]([NH:13][C:14](=[O:15])[NH:16][CH2:20][CH2:19][C:26]([N:28]([CH3:30])[CH3:29])=[O:27])=[N:10][C:9]=2[CH3:21])[CH:7]=[C:2]([CH3:1])[N:3]=1. The catalyst class is: 3. (4) Product: [OH:26][C@H:25]([CH2:27][NH:31][CH:28]([CH3:30])[CH3:29])[CH2:24][O:23][C:17]1[CH:16]=[C:15]2[C:20]([C:11]([O:10][C:6]3[CH:5]=[C:4]4[C:9](=[CH:8][CH:7]=3)[NH:1][CH:2]=[CH:3]4)=[N:12][CH:13]=[N:14]2)=[CH:19][C:18]=1[O:21][CH3:22]. Reactant: [NH:1]1[C:9]2[C:4](=[CH:5][C:6]([O:10][C:11]3[C:20]4[C:15](=[CH:16][C:17]([O:23][CH2:24][C@H:25]5[CH2:27][O:26]5)=[C:18]([O:21][CH3:22])[CH:19]=4)[N:14]=[CH:13][N:12]=3)=[CH:7][CH:8]=2)[CH:3]=[CH:2]1.[CH:28]([NH2:31])([CH3:30])[CH3:29]. The catalyst class is: 1. (5) Reactant: [C:1]1([OH:7])[CH:6]=[CH:5][CH:4]=[CH:3][CH:2]=1.C(=O)([O-])[O-].[Cs+].[Cs+].I[C:15]1[CH:22]=[CH:21][C:18]([C:19]#[N:20])=[CH:17][CH:16]=1.Cl.CN(C)CC(O)=O. Product: [O:7]([C:15]1[CH:22]=[CH:21][C:18]([C:19]#[N:20])=[CH:17][CH:16]=1)[C:1]1[CH:6]=[CH:5][CH:4]=[CH:3][CH:2]=1. The catalyst class is: 205.